From a dataset of Full USPTO retrosynthesis dataset with 1.9M reactions from patents (1976-2016). Predict the reactants needed to synthesize the given product. (1) Given the product [CH2:1]1[C:9]2[C:4](=[CH:5][CH:6]=[C:7]([C:10]3([C:13]([OH:19])=[O:15])[CH2:12][CH2:11]3)[CH:8]=2)[CH2:3][CH2:2]1, predict the reactants needed to synthesize it. The reactants are: [CH2:1]1[C:9]2[C:4](=[CH:5][CH:6]=[C:7]([C:10]3([C:13]#N)[CH2:12][CH2:11]3)[CH:8]=2)[CH2:3][CH2:2]1.[OH-:15].[Na+].Cl.C[OH:19]. (2) Given the product [Br-:33].[CH2:1]([N:8]1[C:17]([C:29]2[CH:30]=[CH:31][C:26]([C:25]([F:35])([F:34])[F:24])=[CH:27][CH:28]=2)=[C:16]2[C:11]([CH:12]=[CH:13][CH:14]=[NH+:15]2)=[C:10]([CH3:19])[CH2:9]1)[C:2]1[CH:7]=[CH:6][CH:5]=[CH:4][CH:3]=1, predict the reactants needed to synthesize it. The reactants are: [CH2:1]([N:8]1[C:17](=O)[C:16]2[N:15]=[CH:14][CH:13]=[CH:12][C:11]=2[C:10]([CH3:19])=[CH:9]1)[C:2]1[CH:7]=[CH:6][CH:5]=[CH:4][CH:3]=1.[Cl-].[Ce+3].[Cl-].[Cl-].[F:24][C:25]([F:35])([F:34])[C:26]1[CH:31]=[CH:30][C:29]([Mg][Br:33])=[CH:28][CH:27]=1.[Mg].FC(F)(F)C1C=CC(Br)=CC=1. (3) Given the product [CH2:1]([O:8][C:9]1[CH:14]=[CH:13][C:12]([Br:15])=[CH:11][C:10]=1[NH2:16])[C:2]1[CH:3]=[CH:4][CH:5]=[CH:6][CH:7]=1, predict the reactants needed to synthesize it. The reactants are: [CH2:1]([O:8][C:9]1[CH:14]=[CH:13][C:12]([Br:15])=[CH:11][C:10]=1[N+:16]([O-])=O)[C:2]1[CH:7]=[CH:6][CH:5]=[CH:4][CH:3]=1. (4) The reactants are: Cl.[NH2:2][CH2:3][CH2:4][NH:5][C:6](=[O:13])/[CH:7]=[CH:8]/[C:9]([O:11][CH3:12])=[O:10].[C:14](O)(=[O:36])[CH2:15][CH2:16]/[CH:17]=[CH:18]\[CH2:19]/[CH:20]=[CH:21]\[CH2:22]/[CH:23]=[CH:24]\[CH2:25]/[CH:26]=[CH:27]\[CH2:28]/[CH:29]=[CH:30]\[CH2:31]/[CH:32]=[CH:33]\[CH2:34][CH3:35].CN(C(ON1N=NC2C=CC=NC1=2)=[N+](C)C)C.F[P-](F)(F)(F)(F)F.CCN(C(C)C)C(C)C. Given the product [C:14]([NH:2][CH2:3][CH2:4][NH:5][C:6](=[O:13])/[CH:7]=[CH:8]/[C:9]([O:11][CH3:12])=[O:10])(=[O:36])[CH2:15][CH2:16]/[CH:17]=[CH:18]\[CH2:19]/[CH:20]=[CH:21]\[CH2:22]/[CH:23]=[CH:24]\[CH2:25]/[CH:26]=[CH:27]\[CH2:28]/[CH:29]=[CH:30]\[CH2:31]/[CH:32]=[CH:33]\[CH2:34][CH3:35], predict the reactants needed to synthesize it. (5) Given the product [C:31](/[C:9](=[CH:8]\[C:6]1[CH:5]=[CH:4][CH:3]=[C:2]([F:33])[N:7]=1)/[C:10]([NH:12][C@H:13]([C:17]1[CH:22]=[CH:21][CH:20]=[CH:19][CH:18]=1)[CH2:14][CH2:15][CH3:16])=[O:11])#[N:32], predict the reactants needed to synthesize it. The reactants are: Br[C:2]1[N:7]=[C:6](/[CH:8]=[C:9](\[C:31]#[N:32])/[C:10]([NH:12][CH:13]([C:17]2[CH:22]=[CH:21][C:20](OCCN(CC)CC)=[CH:19][CH:18]=2)[CH2:14][CH2:15][CH3:16])=[O:11])[CH:5]=[CH:4][CH:3]=1.[F:33]C1N=C(C=O)C=CC=1.C(CC(N[C@H](C1C=CC=CC=1)CCC)=O)#N. (6) Given the product [C:17]([O:21][C:22]([N:24]1[CH2:29][CH2:28][CH:27]([O:10][C:5]2[CH:4]=[CH:3][C:2]([Cl:1])=[CH:9][C:6]=2[CH:7]=[O:8])[CH2:26][CH2:25]1)=[O:23])([CH3:20])([CH3:18])[CH3:19], predict the reactants needed to synthesize it. The reactants are: [Cl:1][C:2]1[CH:3]=[CH:4][C:5]([OH:10])=[C:6]([CH:9]=1)[CH:7]=[O:8].C([O-])([O-])=O.[K+].[K+].[C:17]([O:21][C:22]([N:24]1[CH2:29][CH2:28][CH:27](OS(C)(=O)=O)[CH2:26][CH2:25]1)=[O:23])([CH3:20])([CH3:19])[CH3:18]. (7) Given the product [Cl:14][C:8]1[CH:9]=[C:10]([Cl:13])[CH:11]=[CH:12][C:7]=1[C:6]1[N:18]2[N:19]=[C:20]([CH2:27][CH3:28])[C:21]([CH:22]([CH2:25][CH3:26])[CH2:23][CH3:24])=[C:17]2[N:16]=[C:3]([CH3:4])[N:5]=1, predict the reactants needed to synthesize it. The reactants are: CS[C:3](=[N:5][C:6](=O)[C:7]1[CH:12]=[CH:11][C:10]([Cl:13])=[CH:9][C:8]=1[Cl:14])[CH3:4].[NH2:16][C:17]1[C:21]([CH:22]([CH2:25][CH3:26])[CH2:23][CH3:24])=[C:20]([CH2:27][CH3:28])[NH:19][N:18]=1. (8) The reactants are: [CH3:1][S:2]([O:5][C:6]1[CH:11]=[CH:10][CH:9]=[C:8]([C:12]2([C:22]3[CH:27]=[CH:26][CH:25]=[C:24](Br)[CH:23]=3)[C:16]3=[N:17][CH2:18][CH2:19][CH2:20][N:15]3[C:14]([NH2:21])=[N:13]2)[CH:7]=1)(=[O:4])=[O:3].[F:29][C:30]([F:45])([F:44])[C:31]1[CH:32]=[C:33](B(O)O)[CH:34]=[C:35]([C:37]([F:40])([F:39])[F:38])[CH:36]=1.C(=O)([O-])[O-].[K+].[K+].C(OCC)(=O)C. Given the product [CH3:1][S:2]([O:5][C:6]1[CH:11]=[CH:10][CH:9]=[C:8]([C:12]2([C:22]3[CH:23]=[C:24]([C:33]4[CH:34]=[C:35]([C:37]([F:40])([F:38])[F:39])[CH:36]=[C:31]([C:30]([F:29])([F:45])[F:44])[CH:32]=4)[CH:25]=[CH:26][CH:27]=3)[C:16]3=[N:17][CH2:18][CH2:19][CH2:20][N:15]3[C:14]([NH2:21])=[N:13]2)[CH:7]=1)(=[O:4])=[O:3], predict the reactants needed to synthesize it. (9) Given the product [NH2:15][CH2:14][C:10]1[CH:9]=[C:8]([N:5]2[C:6]([C:52]([NH:44][C:41]3[CH:40]=[CH:39][C:38]([C:37]4[C:32]5[S:31](=[O:46])(=[O:45])[N:30]([C:47]([O:49][C:10]([CH3:14])([CH3:11])[CH3:9])=[O:48])[CH2:29][C:33]=5[CH:34]=[CH:35][CH:36]=4)=[CH:43][CH:42]=3)=[O:54])=[CH:7][C:3]([C:2]([F:1])([F:19])[F:20])=[N:4]2)[CH:13]=[CH:12][CH:11]=1, predict the reactants needed to synthesize it. The reactants are: [F:1][C:2]([F:20])([F:19])[C:3]1(C(O)=O)[CH:7]=[CH:6][N:5]([C:8]2[CH:13]=[CH:12][CH:11]=[C:10]([C:14]#[N:15])[CH:9]=2)[NH:4]1.S(Cl)(Cl)=O.CC([CH:29]1[C:33]2[CH:34]=[CH:35][CH:36]=[C:37]([C:38]3[CH:43]=[CH:42][C:41]([NH2:44])=[CH:40][CH:39]=3)[C:32]=2[S:31](=[O:46])(=[O:45])[N:30]1[C:47]([O-:49])=[O:48])(C)C.FC(F)(F)[C:52]([OH:54])=O. (10) Given the product [Cl:1][C:2]1[C:7]([O:8][CH3:9])=[CH:6][C:5]([CH:10]2[C@H:15]([OH:16])[C@@H:14]([OH:17])[C@H:13]([OH:18])[C@@H:12]([CH2:19][OH:20])[O:11]2)=[CH:4][C:3]=1[CH2:23][C:24]1[CH:29]=[CH:28][C:27]([O:30][CH2:31][CH3:32])=[CH:26][CH:25]=1, predict the reactants needed to synthesize it. The reactants are: [Cl:1][C:2]1[C:7]([O:8][CH3:9])=[CH:6][C:5]([C:10]2(OC)[C@H:15]([OH:16])[C@@H:14]([OH:17])[C@H:13]([OH:18])[C@@H:12]([CH2:19][OH:20])[O:11]2)=[CH:4][C:3]=1[CH2:23][C:24]1[CH:29]=[CH:28][C:27]([O:30][CH2:31][CH3:32])=[CH:26][CH:25]=1.C([SiH](CC)CC)C.B(F)(F)F.CCOCC.C([O-])(O)=O.[Na+].